This data is from Full USPTO retrosynthesis dataset with 1.9M reactions from patents (1976-2016). The task is: Predict the reactants needed to synthesize the given product. (1) The reactants are: C([O-])(=O)C.[NH4+].[CH2:6]([O:13][C:14]1[C:19]([O:20][CH3:21])=[CH:18][C:17]([C:22](=[O:24])[CH3:23])=[C:16]([N+:25]([O-])=O)[CH:15]=1)[C:7]1[CH:12]=[CH:11][CH:10]=[CH:9][CH:8]=1.C1(C)C=CC=CC=1. Given the product [NH2:25][C:16]1[CH:15]=[C:14]([O:13][CH2:6][C:7]2[CH:12]=[CH:11][CH:10]=[CH:9][CH:8]=2)[C:19]([O:20][CH3:21])=[CH:18][C:17]=1[C:22](=[O:24])[CH3:23], predict the reactants needed to synthesize it. (2) Given the product [N:1]1([C:2]2[N:7]=[CH:6][C:5]([CH2:8][C:9]([O:11][CH2:12][CH3:13])=[O:10])=[CH:4][CH:3]=2)[CH:14]=[N:26][N:25]=[N:24]1, predict the reactants needed to synthesize it. The reactants are: [NH2:1][C:2]1[N:7]=[CH:6][C:5]([CH2:8][C:9]([O:11][CH2:12][CH3:13])=[O:10])=[CH:4][CH:3]=1.[CH:14](OCC)(OCC)OCC.[N-:24]=[N+:25]=[N-:26].[Na+]. (3) Given the product [NH:18]1[C:1]([C:4]2[CH:9]=[N:8][CH:7]=[CH:6][N:5]=2)=[CH:2][CH:15]=[N:13]1, predict the reactants needed to synthesize it. The reactants are: [C:1]([C:4]1[CH:9]=[N:8][CH:7]=[CH:6][N:5]=1)(=O)[CH3:2].COC(OC)[N:13]([CH3:15])C.[NH2:18]N. (4) Given the product [C:1]([C:5]1[CH:6]=[C:7]([N+:15]([O-:17])=[O:16])[C:8]([O:13][CH3:14])=[C:9]([C:11]2[NH:27][N:26]=[N:25][CH:12]=2)[CH:10]=1)([CH3:4])([CH3:2])[CH3:3], predict the reactants needed to synthesize it. The reactants are: [C:1]([C:5]1[CH:6]=[C:7]([N+:15]([O-:17])=[O:16])[C:8]([O:13][CH3:14])=[C:9]([C:11]#[CH:12])[CH:10]=1)([CH3:4])([CH3:3])[CH3:2].CN(C=O)C.CO.[N:25]([Si](C)(C)C)=[N+:26]=[N-:27]. (5) Given the product [CH3:19][N:16]1[CH2:17][CH2:18][CH:13]([N:12]([CH2:11][C:9]2[S:10][C:5]3[C:4]([N:22]4[CH2:27][CH2:26][O:25][CH2:24][CH2:23]4)=[N:3][C:2]([C:32]4[CH:31]=[N:30][C:29]([NH2:28])=[N:34][CH:33]=4)=[N:7][C:6]=3[C:8]=2[CH3:21])[CH3:20])[CH2:14][CH2:15]1, predict the reactants needed to synthesize it. The reactants are: Cl[C:2]1[N:3]=[C:4]([N:22]2[CH2:27][CH2:26][O:25][CH2:24][CH2:23]2)[C:5]2[S:10][C:9]([CH2:11][N:12]([CH3:20])[CH:13]3[CH2:18][CH2:17][N:16]([CH3:19])[CH2:15][CH2:14]3)=[C:8]([CH3:21])[C:6]=2[N:7]=1.[NH2:28][C:29]1[N:34]=[CH:33][C:32](C2N=C(N3CCOCC3)C3SC(CN4CCC(C(NC)=O)CC4)=CC=3N=2)=[CH:31][N:30]=1. (6) Given the product [OH:15][C:14]1[N:16]=[C:3]([OH:5])[C:2]([CH3:1])=[C:8]([CH3:9])[C:13]=1[C:11]#[N:12], predict the reactants needed to synthesize it. The reactants are: [CH3:1][CH:2]([C:8](=O)[CH3:9])[C:3]([O:5]CC)=O.[C:11]([CH2:13][C:14]([NH2:16])=[O:15])#[N:12].[OH-].[K+].Cl.